From a dataset of Forward reaction prediction with 1.9M reactions from USPTO patents (1976-2016). Predict the product of the given reaction. (1) Given the reactants Cl[C:2]1[C:3]2[S:10][CH:9]=[C:8]([C:11]([NH:13][C:14]3[C:19]([F:20])=[CH:18][CH:17]=[C:16]([NH:21][S:22]([CH2:25][CH:26]([CH3:28])[CH3:27])(=[O:24])=[O:23])[C:15]=3[Cl:29])=[O:12])[C:4]=2[N:5]=[CH:6][N:7]=1.[NH3:30], predict the reaction product. The product is: [Cl:29][C:15]1[C:16]([NH:21][S:22]([CH2:25][CH:26]([CH3:27])[CH3:28])(=[O:23])=[O:24])=[CH:17][CH:18]=[C:19]([F:20])[C:14]=1[NH:13][C:11]([C:8]1[C:4]2[N:5]=[CH:6][N:7]=[C:2]([NH2:30])[C:3]=2[S:10][CH:9]=1)=[O:12]. (2) The product is: [F:32][C:33]1[C:34]([N+:41]([O-:43])=[O:42])=[C:35]([NH:36][C:2]2[C:10]3[O:9][CH2:8][C@@H:7]([N:11]([C:26](=[O:31])[C:27]([F:30])([F:29])[F:28])[C:12]4[CH:25]=[CH:24][C:15]5[C@H:16]([CH2:19][C:20]([O:22][CH3:23])=[O:21])[CH2:17][O:18][C:14]=5[CH:13]=4)[C:6]=3[CH:5]=[CH:4][CH:3]=2)[CH:37]=[C:38]([F:40])[CH:39]=1. Given the reactants Br[C:2]1[C:10]2[O:9][CH2:8][C@@H:7]([N:11]([C:26](=[O:31])[C:27]([F:30])([F:29])[F:28])[C:12]3[CH:25]=[CH:24][C:15]4[C@H:16]([CH2:19][C:20]([O:22][CH3:23])=[O:21])[CH2:17][O:18][C:14]=4[CH:13]=3)[C:6]=2[CH:5]=[CH:4][CH:3]=1.[F:32][C:33]1[C:34]([N+:41]([O-:43])=[O:42])=[C:35]([CH:37]=[C:38]([F:40])[CH:39]=1)[NH2:36].P([O-])([O-])([O-])=O.[K+].[K+].[K+], predict the reaction product. (3) Given the reactants Cl.[Cl:2][C:3]1[CH:4]=[C:5]([C:10]2[C:15]([CH2:16][NH2:17])=[CH:14][CH:13]=[C:12]([C:18]([F:21])([F:20])[F:19])[N:11]=2)[CH:6]=[CH:7][C:8]=1[F:9].[N:22]1[CH:27]=[CH:26][CH:25]=[CH:24][C:23]=1[CH2:28][C:29](O)=[O:30].F[B-](F)(F)F.N1(OC(N(C)C)=[N+](C)C)C2C=CC=CC=2N=N1.C(N(C(C)C)C(C)C)C, predict the reaction product. The product is: [Cl:2][C:3]1[CH:4]=[C:5]([C:10]2[C:15]([CH2:16][NH:17][C:29](=[O:30])[CH2:28][C:23]3[CH:24]=[CH:25][CH:26]=[CH:27][N:22]=3)=[CH:14][CH:13]=[C:12]([C:18]([F:20])([F:21])[F:19])[N:11]=2)[CH:6]=[CH:7][C:8]=1[F:9]. (4) Given the reactants [CH3:1][O:2][CH2:3][C:4]([OH:6])=O.O=C1N(P(Cl)(N2CCOC2=O)=O)CCO1.C(N(CC)CC)C.[Br:29][C:30]1[C:31]([F:40])=[C:32]2[C:38]([NH2:39])=[CH:37][NH:36][C:33]2=[N:34][CH:35]=1.[Li+].[OH-].C([O-])([O-])=O.[Na+].[Na+], predict the reaction product. The product is: [Br:29][C:30]1[C:31]([F:40])=[C:32]2[C:38]([NH:39][C:4](=[O:6])[CH2:3][O:2][CH3:1])=[CH:37][NH:36][C:33]2=[N:34][CH:35]=1. (5) Given the reactants Br[C:2]1[CH:7]=[CH:6][C:5]([C:8]2[CH:13]=[CH:12][C:11]([CH2:14][CH2:15][C:16]3([NH:24]C(=O)C)[CH2:21][O:20]C(C)(C)[O:18][CH2:17]3)=[CH:10][CH:9]=2)=[C:4]([F:28])[CH:3]=1.[CH3:29][C:30]1[S:34][C:33]([SH:35])=[CH:32][CH:31]=1.C(N(C(C)C)CC)(C)C.C1(P(C2C=CC=CC=2)C2C3OC4C(=CC=CC=4P(C4C=CC=CC=4)C4C=CC=CC=4)C(C)(C)C=3C=CC=2)C=CC=CC=1, predict the reaction product. The product is: [NH2:24][C:16]([CH2:15][CH2:14][C:11]1[CH:10]=[CH:9][C:8]([C:5]2[CH:6]=[CH:7][C:2]([S:35][C:33]3[S:34][C:30]([CH3:29])=[CH:31][CH:32]=3)=[CH:3][C:4]=2[F:28])=[CH:13][CH:12]=1)([CH2:21][OH:20])[CH2:17][OH:18]. (6) Given the reactants C([O:8][C:9]1[CH:14]=[C:13]([O:15]CC2C=CC=CC=2)[C:12]([C:23]2[CH:28]=[CH:27][CH:26]=[C:25]([C:29]([F:32])([F:31])[F:30])[CH:24]=2)=[CH:11][C:10]=1[C:33]1[N:37]([CH2:38][CH2:39][CH2:40][O:41][CH3:42])[N:36]=[N:35][N:34]=1)C1C=CC=CC=1.[H][H], predict the reaction product. The product is: [CH3:42][O:41][CH2:40][CH2:39][CH2:38][N:37]1[C:33]([C:10]2[CH:11]=[C:12]([C:23]3[CH:28]=[CH:27][CH:26]=[C:25]([C:29]([F:32])([F:31])[F:30])[CH:24]=3)[C:13]([OH:15])=[CH:14][C:9]=2[OH:8])=[N:34][N:35]=[N:36]1.